This data is from NCI-60 drug combinations with 297,098 pairs across 59 cell lines. The task is: Regression. Given two drug SMILES strings and cell line genomic features, predict the synergy score measuring deviation from expected non-interaction effect. (1) Drug 1: CCN(CC)CCCC(C)NC1=C2C=C(C=CC2=NC3=C1C=CC(=C3)Cl)OC. Drug 2: CC12CCC3C(C1CCC2OP(=O)(O)O)CCC4=C3C=CC(=C4)OC(=O)N(CCCl)CCCl.[Na+]. Cell line: SK-OV-3. Synergy scores: CSS=-1.69, Synergy_ZIP=-1.99, Synergy_Bliss=2.35, Synergy_Loewe=-7.22, Synergy_HSA=-2.08. (2) Drug 1: CC1CCC2CC(C(=CC=CC=CC(CC(C(=O)C(C(C(=CC(C(=O)CC(OC(=O)C3CCCCN3C(=O)C(=O)C1(O2)O)C(C)CC4CCC(C(C4)OC)OCCO)C)C)O)OC)C)C)C)OC. Drug 2: C1C(C(OC1N2C=NC3=C2NC=NCC3O)CO)O. Cell line: NCI/ADR-RES. Synergy scores: CSS=6.43, Synergy_ZIP=-2.46, Synergy_Bliss=-0.390, Synergy_Loewe=-3.53, Synergy_HSA=0.351.